This data is from Reaction yield outcomes from USPTO patents with 853,638 reactions. The task is: Predict the reaction yield, written as a fraction of the theoretical maximum amount of product (1.0 means a 100% yield; for example, 0.34 means a 34% yield). The reactants are NCC[C@@H]1CCCN1C.[H-].[Al+3].[Li+].[H-].[H-].[H-].[C:16]([N:23]1[CH2:27][CH2:26][CH2:25][CH:24]1[CH2:28][C:29]#[N:30])([O:18][C:19]([CH3:22])([CH3:21])[CH3:20])=[O:17]. The product is [C:16]([N:23]1[CH2:27][CH2:26][CH2:25][C@H:24]1[CH2:28][C:29]#[N:30])([O:18][C:19]([CH3:22])([CH3:21])[CH3:20])=[O:17]. The yield is 0.772. The catalyst is C(OCC)C.